This data is from NCI-60 drug combinations with 297,098 pairs across 59 cell lines. The task is: Regression. Given two drug SMILES strings and cell line genomic features, predict the synergy score measuring deviation from expected non-interaction effect. Drug 2: C1CCC(C(C1)N)N.C(=O)(C(=O)[O-])[O-].[Pt+4]. Synergy scores: CSS=7.39, Synergy_ZIP=0.215, Synergy_Bliss=1.36, Synergy_Loewe=-18.5, Synergy_HSA=-7.16. Drug 1: CC12CCC3C(C1CCC2O)C(CC4=C3C=CC(=C4)O)CCCCCCCCCS(=O)CCCC(C(F)(F)F)(F)F. Cell line: CAKI-1.